This data is from Catalyst prediction with 721,799 reactions and 888 catalyst types from USPTO. The task is: Predict which catalyst facilitates the given reaction. (1) Reactant: C([O:3][C:4]([C:6]1[NH:7][C:8]2[C:13]([CH:14]=1)=[CH:12][C:11]([N+:15]([O-])=O)=[CH:10][CH:9]=2)=O)C.[AlH4-].[Li+].O.[OH-].[Na+]. Product: [NH2:15][C:11]1[CH:12]=[C:13]2[C:8](=[CH:9][CH:10]=1)[NH:7][C:6]([CH2:4][OH:3])=[CH:14]2. The catalyst class is: 1. (2) The catalyst class is: 8. Reactant: [CH2:1]([N:8]1[CH2:13][CH2:12][C:11]([C:15]2[CH:20]=[CH:19][C:18]([C:21]3[O:22][CH2:23][C:24](C)(C)N=3)=[CH:17][CH:16]=2)([OH:14])[CH2:10][CH2:9]1)[C:2]1[CH:7]=[CH:6][CH:5]=[CH:4][CH:3]=1.S(=O)(=O)(O)[OH:29]. Product: [CH2:1]([N:8]1[CH2:9][CH2:10][C:11]([C:15]2[CH:16]=[CH:17][C:18]([C:21]([O:22][CH2:23][CH3:24])=[O:29])=[CH:19][CH:20]=2)([OH:14])[CH2:12][CH2:13]1)[C:2]1[CH:3]=[CH:4][CH:5]=[CH:6][CH:7]=1. (3) Reactant: [CH3:1][C:2]1[O:6][N:5]=[C:4]([NH2:7])[CH:3]=1.[CH:8]1([CH2:12][N:13]([CH2:27][CH3:28])[C:14]2[N:19]=[C:18]3[N:20]([CH3:24])[N:21]=[C:22]([CH3:23])[C:17]3=[CH:16][C:15]=2[CH:25]=O)[CH2:11][CH2:10][CH2:9]1.C(O[BH-](OC(=O)C)OC(=O)C)(=O)C.[Na+]. Product: [CH:8]1([CH2:12][N:13]([C:14]2[N:19]=[C:18]3[N:20]([CH3:24])[N:21]=[C:22]([CH3:23])[C:17]3=[CH:16][C:15]=2[CH2:25][NH:7][C:4]2[CH:3]=[C:2]([CH3:1])[O:6][N:5]=2)[CH2:27][CH3:28])[CH2:11][CH2:10][CH2:9]1. The catalyst class is: 845. (4) Reactant: [NH:1]1[CH:5]=[CH:4][CH:3]=[N:2]1.[H-].[Na+].F[C:9]1[CH:19]=[CH:18][C:12]([C:13]([O:15][CH2:16][CH3:17])=[O:14])=[CH:11][CH:10]=1. Product: [N:1]1([C:9]2[CH:19]=[CH:18][C:12]([C:13]([O:15][CH2:16][CH3:17])=[O:14])=[CH:11][CH:10]=2)[CH:5]=[CH:4][CH:3]=[N:2]1. The catalyst class is: 16. (5) Reactant: [Cl:1][C:2]1[CH:10]=[CH:9][C:8]([I:11])=[CH:7][C:3]=1[C:4](O)=[O:5].C1(C)C=CC=CC=1.[H-].C([Al+]CC(C)C)C(C)C.Cl. Product: [Cl:1][C:2]1[CH:10]=[CH:9][C:8]([I:11])=[CH:7][C:3]=1[CH2:4][OH:5]. The catalyst class is: 5. (6) Reactant: CC1C=CC(S(OCC2CC3C=C(F)C=C(C4C=CC=CC=4)C=3O2)(=O)=O)=CC=1.[N-]=[N+]=[N-].[Na+].[N:33]([CH2:36][CH:37]1[CH2:41][C:40]2[CH:42]=[C:43]([F:52])[CH:44]=[C:45]([C:46]3[CH:51]=[CH:50][CH:49]=[CH:48][CH:47]=3)[C:39]=2[O:38]1)=[N+]=[N-].[N-]=[N+]=[N-]. Product: [F:52][C:43]1[CH:44]=[C:45]([C:46]2[CH:51]=[CH:50][CH:49]=[CH:48][CH:47]=2)[C:39]2[O:38][CH:37]([CH2:36][NH2:33])[CH2:41][C:40]=2[CH:42]=1. The catalyst class is: 45. (7) Reactant: [Cl:1][C:2]1[CH:35]=[CH:34][CH:33]=[CH:32][C:3]=1[C:4]([NH:6]C(=O)NC1SC2C=C(S(CCN3CCCC3COC)(=O)=O)C=CC=2N=1)=[O:5].[NH3:36]. Product: [Cl:1][C:2]1[CH:35]=[CH:34][C:33]([N:36]2[C:2]([CH3:35])=[CH:3][CH:4]=[N:6]2)=[CH:32][C:3]=1[C:4]([NH2:6])=[O:5]. The catalyst class is: 5. (8) Reactant: C(=O)([O-])[O-].[K+].[K+].CN(C)CCN.I[C:14]1[CH:15]=[N:16][CH:17]=[CH:18][CH:19]=1.[NH:20]1[CH2:24][CH2:23][CH2:22][C:21]1=[O:25]. Product: [N:16]1[CH:17]=[CH:18][CH:19]=[C:14]([N:20]2[CH2:24][CH2:23][CH2:22][C:21]2=[O:25])[CH:15]=1. The catalyst class is: 321. (9) Reactant: [OH:1][C:2]1[CH:3]=[C:4]2[C:9](=[CH:10][CH:11]=1)[C:8](=[O:12])[CH2:7][CH2:6][CH2:5]2.Br[CH2:14][CH2:15][CH3:16].[I-].[K+].C(=O)([O-])[O-].[K+].[K+]. Product: [CH2:14]([O:1][C:2]1[CH:3]=[C:4]2[C:9](=[CH:10][CH:11]=1)[C:8](=[O:12])[CH2:7][CH2:6][CH2:5]2)[CH2:15][CH3:16]. The catalyst class is: 10.